Dataset: Reaction yield outcomes from USPTO patents with 853,638 reactions. Task: Predict the reaction yield, written as a fraction of the theoretical maximum amount of product (1.0 means a 100% yield; for example, 0.34 means a 34% yield). (1) The reactants are [Cl:1][C:2]1[C:3]2[C:10]([C:11]([F:14])([F:13])[F:12])=[CH:9][N:8]([CH2:15][CH:16]3[CH2:21][CH2:20][N:19](C(OC(C)(C)C)=O)[CH2:18][CH2:17]3)[C:4]=2[N:5]=[CH:6][N:7]=1.C(O)(C(F)(F)F)=O. The catalyst is C(Cl)Cl. The product is [Cl:1][C:2]1[C:3]2[C:10]([C:11]([F:12])([F:13])[F:14])=[CH:9][N:8]([CH2:15][CH:16]3[CH2:21][CH2:20][NH:19][CH2:18][CH2:17]3)[C:4]=2[N:5]=[CH:6][N:7]=1. The yield is 0.940. (2) The reactants are [NH2:1][CH2:2][CH2:3][N:4]1[C:8]2=[N:9][CH:10]=[N:11][C:12]([NH2:13])=[C:7]2[C:6]([C:14]2[CH:19]=[CH:18][C:17]([O:20][C:21]3[CH:26]=[CH:25][CH:24]=[CH:23][CH:22]=3)=[CH:16][CH:15]=2)=[N:5]1.[C:27]([CH2:29][C:30](O)=[O:31])#[N:28].CN(C(ON1N=NC2C=CC=NC1=2)=[N+](C)C)C.F[P-](F)(F)(F)(F)F.O. The catalyst is CN(C=O)C. The product is [NH2:13][C:12]1[N:11]=[CH:10][N:9]=[C:8]2[N:4]([CH2:3][CH2:2][NH:1][C:30](=[O:31])[CH2:29][C:27]#[N:28])[N:5]=[C:6]([C:14]3[CH:19]=[CH:18][C:17]([O:20][C:21]4[CH:26]=[CH:25][CH:24]=[CH:23][CH:22]=4)=[CH:16][CH:15]=3)[C:7]=12. The yield is 0.220. (3) The reactants are [CH:1]([CH:5]1[C:14]2[C:9](=[CH:10][CH:11]=[CH:12][CH:13]=2)[C:7](=[O:8])[O:6]1)=[CH:2][CH2:3][CH3:4].C[OH:16].[OH-].[Na+]. The catalyst is O. The product is [C:5]([C:14]1[CH:13]=[CH:12][CH:11]=[CH:10][C:9]=1[C:7]([OH:6])=[O:8])(=[O:16])[CH2:1][CH2:2][CH2:3][CH3:4]. The yield is 0.910. (4) The reactants are C(Cl)(=O)C(Cl)=O.CS(C)=O.[C:11]([O:19][C@H:20]([CH2:25][CH2:26][CH2:27][OH:28])[CH2:21][C:22]([Br:24])=[CH2:23])(=[O:18])[C:12]1[CH:17]=[CH:16][CH:15]=[CH:14][CH:13]=1.C(N(CC)CC)C. The catalyst is C(Cl)Cl.O. The product is [C:11]([O:19][C@H:20]([CH2:25][CH2:26][CH:27]=[O:28])[CH2:21][C:22]([Br:24])=[CH2:23])(=[O:18])[C:12]1[CH:17]=[CH:16][CH:15]=[CH:14][CH:13]=1. The yield is 0.680.